From a dataset of Full USPTO retrosynthesis dataset with 1.9M reactions from patents (1976-2016). Predict the reactants needed to synthesize the given product. (1) Given the product [F:3][C:4]1[CH:5]=[CH:6][C:7]2[N:11]=[C:10]([C@@H:12]([NH:14][C:23]3[N:24]=[C:25]([NH2:30])[N:26]=[C:27]([CH3:29])[N:28]=3)[CH3:13])[N:9]([C:15]3[CH:16]=[CH:17][CH:18]=[CH:19][CH:20]=3)[C:8]=2[CH:21]=1, predict the reactants needed to synthesize it. The reactants are: Cl.Cl.[F:3][C:4]1[CH:5]=[CH:6][C:7]2[N:11]=[C:10]([C@@H:12]([NH2:14])[CH3:13])[N:9]([C:15]3[CH:20]=[CH:19][CH:18]=[CH:17][CH:16]=3)[C:8]=2[CH:21]=1.Cl[C:23]1[N:28]=[C:27]([CH3:29])[N:26]=[C:25]([NH2:30])[N:24]=1.CCN(C(C)C)C(C)C. (2) Given the product [F:37][C:32]1[CH:33]=[CH:34][CH:35]=[CH:36][C:31]=1[CH2:30][N:23]1[C:24]2=[N:25][CH:26]=[CH:27][CH:28]=[C:29]2[C:21]([C:9]2[N:8]=[C:7]3[C:12]([N:13]([CH2:16][CH:17]4[CH2:20][CH2:19][O:18]4)[C:14](=[O:15])[NH:6]3)=[CH:11][N:10]=2)=[N:22]1, predict the reactants needed to synthesize it. The reactants are: COC1C=C(OC)C=CC=1C[N:6]1[C:14](=[O:15])[N:13]([CH2:16][CH:17]2[CH2:20][CH2:19][O:18]2)[C:12]2[C:7]1=[N:8][C:9]([C:21]1[C:29]3[C:24](=[N:25][CH:26]=[CH:27][CH:28]=3)[N:23]([CH2:30][C:31]3[CH:36]=[CH:35][CH:34]=[CH:33][C:32]=3[F:37])[N:22]=1)=[N:10][CH:11]=2.C([SiH](CC)CC)C.O.C(=O)([O-])O.[Na+].